Dataset: Forward reaction prediction with 1.9M reactions from USPTO patents (1976-2016). Task: Predict the product of the given reaction. (1) Given the reactants [C:1]([N:4]1[C:13]2[C:8](=[CH:9][C:10]([C:14]3[CH:19]=[CH:18][C:17]([CH2:20][C:21]([O:23]CC)=[O:22])=[CH:16][CH:15]=3)=[CH:11][CH:12]=2)[C@H:7]([NH:26][C:27]([O:29][CH:30]([CH3:32])[CH3:31])=[O:28])[CH2:6][C@@H:5]1[CH3:33])(=[O:3])[CH3:2].[OH-].[Na+], predict the reaction product. The product is: [C:1]([N:4]1[C:13]2[C:8](=[CH:9][C:10]([C:14]3[CH:19]=[CH:18][C:17]([CH2:20][C:21]([OH:23])=[O:22])=[CH:16][CH:15]=3)=[CH:11][CH:12]=2)[C@H:7]([NH:26][C:27]([O:29][CH:30]([CH3:32])[CH3:31])=[O:28])[CH2:6][C@@H:5]1[CH3:33])(=[O:3])[CH3:2]. (2) Given the reactants C1(NC2C3N=C[N:11]([C:21]=3N=CN=2)[C@@H:12]2O[C@H](CO)[C@@H:15](O)[C@H:13]2O)CCCC1.[CH3:25]CNC([C@H]1O[C@@H](N2C3N=CN=C(N)C=3N=C2)[C@H](O)[C@@H]1O)=O.C1([C:52]2[NH:60][C:59]3[C:58](=[O:61])[N:57](CCC)[C:56](=[O:65])[N:55]([CH2:66][CH2:67][CH3:68])[C:54]=3[N:53]=2)CCCC1.[C@@H]1(N2C3N=CN=C(N)C=3N=C2)O[C@H](CO)[C@@H](O)[C@H]1O.NC1N2N=C(C3OC=CC=3)N=C2C2C=NN(CCC3C=CC=CC=3)C=2N=1, predict the reaction product. The product is: [CH2:66]([N:55]1[C:54]2[N:53]=[C:52]([N:11]3[CH2:12][CH2:13][CH2:15][CH2:21]3)[NH:60][C:59]=2[C:58](=[O:61])[NH:57][C:56]1=[O:65])[CH:67]([CH3:68])[CH3:25]. (3) Given the reactants C(C1(COC2C(C3CC3)=CC(C(O)=O)=C(F)C=2)C2CC3CC(CC1C3)C2)#N.[CH:28]1([C:31]2[C:32]([O:41][CH:42]3[CH2:47][CH2:46][C:45]4([CH2:52][CH2:51][CH2:50][CH2:49][CH2:48]4)[CH2:44][CH2:43]3)=[CH:33][C:34]([F:40])=[C:35]([CH:39]=2)[C:36]([OH:38])=O)[CH2:30][CH2:29]1.CS(N)(=O)=O.[N:58]1([S:62]([NH2:65])(=[O:64])=[O:63])[CH2:61][CH2:60][CH2:59]1, predict the reaction product. The product is: [N:58]1([S:62]([NH:65][C:36](=[O:38])[C:35]2[CH:39]=[C:31]([CH:28]3[CH2:30][CH2:29]3)[C:32]([O:41][CH:42]3[CH2:47][CH2:46][C:45]4([CH2:48][CH2:49][CH2:50][CH2:51][CH2:52]4)[CH2:44][CH2:43]3)=[CH:33][C:34]=2[F:40])(=[O:64])=[O:63])[CH2:61][CH2:60][CH2:59]1. (4) Given the reactants [Cl:1][C:2]1[CH:10]=[CH:9][CH:8]=[CH:7][C:3]=1C(O)=O.C(N(CC)C(C)C)(C)C.[CH2:20]([O:22][C:23]([C:25]1[CH:26]=[N:27][N:28]2[C:33]([C:34]3[CH:39]=[CH:38][CH:37]=[C:36]([NH2:40])[CH:35]=3)=[CH:32][CH:31]=[N:30][C:29]=12)=[O:24])[CH3:21].CN([CH:44]=[O:45])C, predict the reaction product. The product is: [Cl:1][C:2]1[CH:3]=[C:7]([CH:8]=[CH:9][CH:10]=1)[C:44]([NH:40][C:36]1[CH:35]=[C:34]([C:33]2[N:28]3[N:27]=[CH:26][C:25]([C:23]([O:22][CH2:20][CH3:21])=[O:24])=[C:29]3[N:30]=[CH:31][CH:32]=2)[CH:39]=[CH:38][CH:37]=1)=[O:45]. (5) Given the reactants [F:1][C:2]([CH3:11])([CH3:10])[CH2:3][C@H:4]1[CH2:8][O:7]C(=O)[NH:5]1.[OH-].[K+], predict the reaction product. The product is: [NH2:5][C@@H:4]([CH2:3][C:2]([F:1])([CH3:11])[CH3:10])[CH2:8][OH:7]. (6) Given the reactants [C:1]1([C:12]2[CH:17]=[CH:16][CH:15]=[CH:14][CH:13]=2)[CH:6]=[CH:5][C:4]([C:7]#[C:8][C:9](Cl)=[O:10])=[CH:3][CH:2]=1.[Cl:18][C:19]1[CH:32]=[C:31]([NH2:33])[CH:30]=[CH:29][C:20]=1[O:21][CH2:22][CH2:23][N:24]([CH2:27][CH3:28])[CH2:25][CH3:26], predict the reaction product. The product is: [Cl:18][C:19]1[CH:32]=[C:31]([NH:33][C:9](=[O:10])[C:8]#[C:7][C:4]2[CH:5]=[CH:6][C:1]([C:12]3[CH:17]=[CH:16][CH:15]=[CH:14][CH:13]=3)=[CH:2][CH:3]=2)[CH:30]=[CH:29][C:20]=1[O:21][CH2:22][CH2:23][N:24]([CH2:27][CH3:28])[CH2:25][CH3:26]. (7) Given the reactants [NH2:1][C:2]1[CH:3]=[CH:4][C:5]([S:52]([CH:55]2[CH2:57][CH2:56]2)(=[O:54])=[O:53])=[C:6]([CH2:8][N:9]([CH3:51])[C:10]([CH:12]([NH:24][C:25]2[CH:26]=[C:27]3[C:32](=[CH:33][CH:34]=2)[C:31]([N:35]([C:43]([O:45][C:46]([CH3:49])([CH3:48])[CH3:47])=[O:44])[C:36](=[O:42])[O:37][C:38]([CH3:41])([CH3:40])[CH3:39])=[N:30][CH:29]=[C:28]3[F:50])[C:13]2[CH:18]=[CH:17][C:16]([C@@H:19]([CH3:22])[CH2:20][OH:21])=[C:15]([CH3:23])[CH:14]=2)=[O:11])[CH:7]=1.[C:58](Cl)(Cl)=[O:59], predict the reaction product. The product is: [C:38]([O:37][C:36]([N:35]([C:31]1[C:32]2[C:27](=[CH:26][C:25]([NH:24][C@H:12]3[C:10](=[O:11])[N:9]([CH3:51])[CH2:8][C:6]4[CH:7]=[C:2]([CH:3]=[CH:4][C:5]=4[S:52]([CH:55]4[CH2:56][CH2:57]4)(=[O:54])=[O:53])[NH:1][C:58](=[O:59])[O:21][CH2:20][C@H:19]([CH3:22])[C:16]4[CH:17]=[CH:18][C:13]3=[CH:14][C:15]=4[CH3:23])=[CH:34][CH:33]=2)[C:28]([F:50])=[CH:29][N:30]=1)[C:43](=[O:44])[O:45][C:46]([CH3:47])([CH3:48])[CH3:49])=[O:42])([CH3:40])([CH3:39])[CH3:41]. (8) Given the reactants [Br:1][C:2]1[O:19][CH:5]2[CH2:6][N:7]([CH2:10][C:11]3[CH:16]=[CH:15][C:14]([O:17][CH3:18])=[CH:13][CH:12]=3)[C:8](=[O:9])[CH:4]2[CH:3]=1.C(O)(C(F)(F)F)=[O:21], predict the reaction product. The product is: [Br:1][C:2]1[O:19][C:5]([CH2:6][NH:7][CH2:10][C:11]2[CH:16]=[CH:15][C:14]([O:17][CH3:18])=[CH:13][CH:12]=2)=[C:4]([C:8]([OH:21])=[O:9])[CH:3]=1.